From a dataset of Catalyst prediction with 721,799 reactions and 888 catalyst types from USPTO. Predict which catalyst facilitates the given reaction. (1) Reactant: [CH:1](=O)[CH2:2][CH2:3][CH2:4][CH2:5][CH:6]=C.[C:9]([NH:12][CH:13]([C:19]([O-])=O)[C:14]([O:16][CH2:17][CH3:18])=[O:15])(=[O:11])[CH3:10].N1C=CC=CC=1.C(OC(=O)C)(=O)C. Product: [C:9]([NH:12]/[C:13](=[CH:19]\[CH2:6][CH2:5][CH2:4][CH2:3][CH:2]=[CH2:1])/[C:14]([O:16][CH2:17][CH3:18])=[O:15])(=[O:11])[CH3:10]. The catalyst class is: 6. (2) Reactant: [CH3:1][N:2]1[CH:6]2[CH:7]([C:19]([OH:21])=[O:20])[CH:8]([O:10][C:11]([C:13]3[CH:18]=[CH:17][CH:16]=[CH:15][CH:14]=3)=[O:12])[CH2:9][CH:3]1[CH2:4][CH2:5]2.ON1C(=O)CC[C:24]1=O. Product: [CH3:1][N:2]1[C@H:6]2[C@@H:7]([C:19]([O:21][CH3:24])=[O:20])[C@@H:8]([O:10][C:11]([C:13]3[CH:14]=[CH:15][CH:16]=[CH:17][CH:18]=3)=[O:12])[CH2:9][C@@H:3]1[CH2:4][CH2:5]2. The catalyst class is: 7. (3) Reactant: C(N)(=O)C(C)=C.O=S1C2C(=CC=CC=2)CC2C=CC=CC1=2.Cl.NCCCNC(=O)C(C)=C.[CH3:33][C:34]1[CH:47]=[C:46]2[C:37]([S:38][C:39]3[CH:40]=[C:41]([C:49]([OH:51])=[O:50])[CH:42]=[CH:43][C:44]=3[C:45]2=[O:48])=[CH:36][CH:35]=1.[Cl-].Cl.NCCCNC(=O)C(C)=C.C(Cl)(Cl)Cl. Product: [CH3:33][C:34]1[CH:47]=[C:46]2[C:37]([S:38][C:39]3[CH:40]=[C:41]([C:49]([OH:51])=[O:50])[CH:42]=[CH:43][C:44]=3[C:45]2=[O:48])=[CH:36][CH:35]=1. The catalyst class is: 22. (4) Reactant: I[C:2]1[C:3](=[O:12])[NH:4][C:5]2[C:10]([CH:11]=1)=[CH:9][CH:8]=[CH:7][CH:6]=2.C([SiH2][O:18][C:19](C)(C)[C:20]1[CH:21]=[C:22]2[C:26](=[CH:27][CH:28]=1)[NH:25][CH:24]=[CH:23]2)(C)(C)C.[C:31]([O:35][C:36](N1C2C(=CC=CC=2)C=C1B(O)O)=[O:37])([CH3:34])([CH3:33])[CH3:32].[Cl-].[Li+].C([O-])([O-])=O.[Na+].[Na+].B(O)O. Product: [C:31]([O:35][C:36]([N:25]1[C:26]2[C:22](=[CH:21][C:20]([CH2:19][OH:18])=[CH:28][CH:27]=2)[CH:23]=[C:24]1[C:2]1[C:3](=[O:12])[NH:4][C:5]2[C:10]([CH:11]=1)=[CH:9][CH:8]=[CH:7][CH:6]=2)=[O:37])([CH3:34])([CH3:33])[CH3:32]. The catalyst class is: 755. (5) Reactant: [CH3:1][NH:2][C:3]1[CH:8]=[CH:7][C:6]([N+:9]([O-:11])=[O:10])=[CH:5][CH:4]=1.N1C=CC=CC=1.[C:18](Cl)(=[O:20])[CH3:19]. Product: [CH3:1][N:2]([C:3]1[CH:4]=[CH:5][C:6]([N+:9]([O-:11])=[O:10])=[CH:7][CH:8]=1)[C:18](=[O:20])[CH3:19]. The catalyst class is: 7. (6) Reactant: [CH2:1]([N:8]1[C:16]([C:17]2[CH:18]=[C:19]([CH2:23][OH:24])[CH:20]=[CH:21][CH:22]=2)=[C:15]2[C:10]([C:11]([C:25]([F:28])([F:27])[F:26])=[CH:12][CH:13]=[CH:14]2)=[N:9]1)[C:2]1[CH:7]=[CH:6][CH:5]=[CH:4][CH:3]=1.CCN(CC)CC.CS(Cl)(=O)=O.C([O-])([O-])=O.[Cs+].[Cs+].[F:47][C:48]1[CH:53]=[CH:52][C:51]([F:54])=[CH:50][C:49]=1O. Product: [CH2:1]([N:8]1[C:16]([C:17]2[CH:22]=[CH:21][CH:20]=[C:19]([CH2:23][O:24][C:52]3[CH:53]=[C:48]([F:47])[CH:49]=[CH:50][C:51]=3[F:54])[CH:18]=2)=[C:15]2[C:10]([C:11]([C:25]([F:27])([F:28])[F:26])=[CH:12][CH:13]=[CH:14]2)=[N:9]1)[C:2]1[CH:7]=[CH:6][CH:5]=[CH:4][CH:3]=1. The catalyst class is: 4. (7) Reactant: [NH2:1][C:2]1[C:10]2[C:9]([C:11]3[CH:16]=[CH:15][C:14]([Cl:17])=[C:13]([Cl:18])[CH:12]=3)=[N:8][C:7](S(C)=O)=[N:6][C:5]=2[S:4][C:3]=1[C:22]([NH2:24])=[O:23].Cl.[NH2:26][CH2:27][CH2:28][C:29]([NH2:31])=[O:30].CCN(C(C)C)C(C)C.CN(C=O)C. Product: [NH2:1][C:2]1[C:10]2[C:9]([C:11]3[CH:16]=[CH:15][C:14]([Cl:17])=[C:13]([Cl:18])[CH:12]=3)=[N:8][C:7]([NH:26][CH2:27][CH2:28][C:29](=[O:30])[NH2:31])=[N:6][C:5]=2[S:4][C:3]=1[C:22]([NH2:24])=[O:23]. The catalyst class is: 16. (8) Reactant: [NH2:1][C:2]1[N:3]=[CH:4][C:5]2[CH:11]=[C:10]([C:12]3[C:17]([Cl:18])=[C:16]([O:19][CH3:20])[CH:15]=[C:14]([O:21][CH3:22])[C:13]=3[Cl:23])[C:9](=[O:24])[N:8]([CH2:25][CH2:26][CH2:27][N:28]3[CH2:33][CH2:32][N:31]([C:34]([O:36][C:37]([CH3:40])([CH3:39])[CH3:38])=[O:35])[CH2:30][CH2:29]3)[C:6]=2[N:7]=1.[C:41](=O)([O:44]C)[O:42][CH3:43].CC([O-])(C)C.[K+]. Product: [Cl:18][C:17]1[C:16]([O:19][CH3:20])=[CH:15][C:14]([O:21][CH3:22])=[C:13]([Cl:23])[C:12]=1[C:10]1[C:9](=[O:24])[N:8]([CH2:25][CH2:26][CH2:27][N:28]2[CH2:29][CH2:30][N:31]([C:34]([O:36][C:37]([CH3:40])([CH3:39])[CH3:38])=[O:35])[CH2:32][CH2:33]2)[C:6]2[N:7]=[C:2]([NH:1][C:41]([O:42][CH3:43])=[O:44])[N:3]=[CH:4][C:5]=2[CH:11]=1. The catalyst class is: 1.